This data is from TCR-epitope binding with 47,182 pairs between 192 epitopes and 23,139 TCRs. The task is: Binary Classification. Given a T-cell receptor sequence (or CDR3 region) and an epitope sequence, predict whether binding occurs between them. (1) The epitope is MLNIPSINV. The TCR CDR3 sequence is CASSLTMGADTQYF. Result: 0 (the TCR does not bind to the epitope). (2) The epitope is PKYVKQNTLKLAT. The TCR CDR3 sequence is CASSPLTEWNTEAFF. Result: 0 (the TCR does not bind to the epitope).